Dataset: Experimentally validated miRNA-target interactions with 360,000+ pairs, plus equal number of negative samples. Task: Binary Classification. Given a miRNA mature sequence and a target amino acid sequence, predict their likelihood of interaction. The miRNA is hsa-miR-4253 with sequence AGGGCAUGUCCAGGGGGU. The protein sequence of the target gene is MLWRGSQALRHFSTSRVYFKNKLKLALIGQSLFGQEVYSQLLKEGHRVVGVFTVPDKDGKADPLALAAEKDGTPVFKFPRWRLKGKTIKEVAEAYQSVGAELNVLPFCTQFIPMDVIDSPKHGSIIYHPSLLPRHRGASAINWTLIMGDKKAGFSVFWADDGLDTGPILLQRSCDVKPNDTVDSLYNRFLFPEGIKAMVEAVQLIADGKAPRTPQPEEGATYEGIQKKENAEVSWDQPAEGLHNWIRGHDKVPGAWAEINGQMVTFYGSSLLTSSVPSGEPLDIRGAKKPGLVTKNGLVL.... Result: 0 (no interaction).